The task is: Predict the product of the given reaction.. This data is from Forward reaction prediction with 1.9M reactions from USPTO patents (1976-2016). (1) Given the reactants C([O:3][C:4]([CH:6]([C:19]#[C:20][C:21]1[CH:26]=[CH:25][CH:24]=[CH:23][CH:22]=1)[CH2:7][NH:8][C:9]1[C:18]2[C:13](=[CH:14][CH:15]=[CH:16][CH:17]=2)[N:12]=[CH:11][N:10]=1)=O)C.CN([BH3-])C.[Li+].Cl.O.C(=O)(O)[O-].[Na+], predict the reaction product. The product is: [OH:3][CH2:4][CH:6]([C:19]#[C:20][C:21]1[CH:22]=[CH:23][CH:24]=[CH:25][CH:26]=1)[CH2:7][NH:8][C:9]1[C:18]2[C:13](=[CH:14][CH:15]=[CH:16][CH:17]=2)[N:12]=[CH:11][N:10]=1. (2) Given the reactants Br[C:2]1[CH:7]=[CH:6][C:5]([N:8]2[C:12](=[O:13])[N:11]([CH2:14][O:15][CH2:16][CH2:17][Si:18]([CH3:21])([CH3:20])[CH3:19])[N:10]=[CH:9]2)=[CH:4][CH:3]=1.[B:22]1([B:22]2[O:26][C:25]([CH3:28])([CH3:27])[C:24]([CH3:30])([CH3:29])[O:23]2)[O:26][C:25]([CH3:28])([CH3:27])[C:24]([CH3:30])([CH3:29])[O:23]1.CC([O-])=O.[K+], predict the reaction product. The product is: [CH3:29][C:24]1([CH3:30])[C:25]([CH3:28])([CH3:27])[O:26][B:22]([C:2]2[CH:7]=[CH:6][C:5]([N:8]3[C:12](=[O:13])[N:11]([CH2:14][O:15][CH2:16][CH2:17][Si:18]([CH3:21])([CH3:20])[CH3:19])[N:10]=[CH:9]3)=[CH:4][CH:3]=2)[O:23]1. (3) Given the reactants [Br:1][C:2]1[CH:3]=[C:4]2[C:9](=[CH:10][CH:11]=1)[N:8]=[C:7]([CH2:12]Cl)[CH:6]=[CH:5]2.C[N:15](C=O)C.CC#N.C1(=O)NC(=O)C2=CC=CC=C12.[K].NN, predict the reaction product. The product is: [Br:1][C:2]1[CH:3]=[C:4]2[C:9](=[CH:10][CH:11]=1)[N:8]=[C:7]([CH2:12][NH2:15])[CH:6]=[CH:5]2. (4) Given the reactants C[O:2][C:3](=[O:22])[C:4]1[CH:9]=[CH:8][C:7]([O:10][CH2:11][C:12]2[N:16]([CH3:17])[C:15]3[CH:18]=[CH:19][CH:20]=[CH:21][C:14]=3[N:13]=2)=[CH:6][CH:5]=1.[OH-].[Na+].Cl, predict the reaction product. The product is: [CH3:17][N:16]1[C:15]2[CH:18]=[CH:19][CH:20]=[CH:21][C:14]=2[N:13]=[C:12]1[CH2:11][O:10][C:7]1[CH:8]=[CH:9][C:4]([C:3]([OH:22])=[O:2])=[CH:5][CH:6]=1. (5) Given the reactants [NH2:1][C:2]1[CH:3]=[CH:4][C:5]([Cl:14])=[C:6]([CH:13]=1)[C:7]([NH:9][CH:10]1[CH2:12][CH2:11]1)=[O:8].C(N(C(C)C)C(C)C)C.[CH3:24][N:25]1[C:29]([C:30](Cl)=[O:31])=[C:28]([C:33]([F:36])([F:35])[F:34])[C:27]([C:37]([F:43])([F:42])[C:38]([F:41])([F:40])[F:39])=[N:26]1, predict the reaction product. The product is: [Cl:14][C:5]1[CH:4]=[CH:3][C:2]([NH:1][C:30]([C:29]2[N:25]([CH3:24])[N:26]=[C:27]([C:37]([F:42])([F:43])[C:38]([F:40])([F:41])[F:39])[C:28]=2[C:33]([F:35])([F:36])[F:34])=[O:31])=[CH:13][C:6]=1[C:7](=[O:8])[NH:9][CH:10]1[CH2:11][CH2:12]1. (6) Given the reactants [CH:1]([C:3]1[CH:4]=[C:5]([CH3:32])[C:6]([C:9]2[CH:31]=[CH:30][C:12]([C:13]([NH:15][C:16]3[CH:21]=[CH:20][CH:19]=[CH:18][C:17]=3[NH:22]C(=O)OC(C)(C)C)=[O:14])=[CH:11][CH:10]=2)=[N:7][CH:8]=1)=O.[CH:33]([N:36]1[CH2:41][CH2:40][NH:39][CH2:38][CH2:37]1)([CH3:35])[CH3:34].C(O)(=O)C.C(O[BH-](OC(=O)C)OC(=O)C)(=O)C.[Na+], predict the reaction product. The product is: [NH2:22][C:17]1[CH:18]=[CH:19][CH:20]=[CH:21][C:16]=1[NH:15][C:13](=[O:14])[C:12]1[CH:11]=[CH:10][C:9]([C:6]2[C:5]([CH3:32])=[CH:4][C:3]([CH2:1][N:39]3[CH2:40][CH2:41][N:36]([CH:33]([CH3:35])[CH3:34])[CH2:37][CH2:38]3)=[CH:8][N:7]=2)=[CH:31][CH:30]=1.